This data is from Drug-target binding data from BindingDB using IC50 measurements. The task is: Regression. Given a target protein amino acid sequence and a drug SMILES string, predict the binding affinity score between them. We predict pIC50 (pIC50 = -log10(IC50 in M); higher means more potent). Dataset: bindingdb_ic50. (1) The small molecule is CC(=O)N[C@@H]1[C@@H](O)C=C(C(=O)O)O[C@H]1[C@H](O)[C@H](O)CN=[N+]=[N-]. The target protein (Q99519) has sequence MTGERPSTALPDRRWGPRILGFWGGCRVWVFAAIFLLLSLAASWSKAENDFGLVQPLVTMEQLLWVSGRQIGSVDTFRIPLITATPRGTLLAFAEARKMSSSDEGAKFIALRRSMDQGSTWSPTAFIVNDGDVPDGLNLGAVVSDVETGVVFLFYSLCAHKAGCQVASTMLVWSKDDGVSWSTPRNLSLDIGTEVFAPGPGSGIQKQREPRKGRLIVCGHGTLERDGVFCLLSDDHGASWRYGSGVSGIPYGQPKQENDFNPDECQPYELPDGSVVINARNQNNYHCHCRIVLRSYDACDTLRPRDVTFDPELVDPVVAAGAVVTSSGIVFFSNPAHPEFRVNLTLRWSFSNGTSWRKETVQLWPGPSGYSSLATLEGSMDGEEQAPQLYVLYEKGRNHYTESISVAKISVYGTL. The pIC50 is 3.2. (2) The compound is O=C(Nc1ccccc1Cl)c1ccccc1O. The target protein sequence is SIATGMVGALLLLLVVALGIGLFMRRRHIVRKRTLRRLLQERELVEPLTPSGEAPNQALLRILKETEFKKIKVLGSGAFGTVYKGLWIPEGEKVKIPVAIKELREATSPKANKEILDEAYVMASVDNPHVCRLLGICLTSTVQLITQLMPFGCLLDYVREHKDNIGSQYLLNWCVQIAKGMNYLEDRRLVHRDLAARNVLVKTPQHVKITDFGLAKLLGAEEKEYHAEGGKVPIKWMALESILHRIYTHQSDVWSYGVTVWELMTFGSKPYDGIPASEISSILEKGERLPQPPICTIDVYMIMVKCWMIDADSRPKFRELIIEFSKMARDPQRYLVIQGDERMHLPSPTDSNFYRALMDEEDMDDVVDADEYLIPQQGFFSSPSTSRTPLLSSLSATSNNSTVACIDRNGLQSCPIKEDSFLQRYSSDPTGALTEDSIDDTFLPVPEYINQSVPKRPAGSVQNPVYHNQPLNPAPSRDPHYQDPHSTAVGNPEYLNTVQP.... The pIC50 is 4.8.